Dataset: Full USPTO retrosynthesis dataset with 1.9M reactions from patents (1976-2016). Task: Predict the reactants needed to synthesize the given product. The reactants are: Cl[CH2:2][CH2:3][CH2:4][CH2:5][O:6][C:7]1[CH:12]=[CH:11][CH:10]=[CH:9][CH:8]=1.CCN(C(C)C)C(C)C.[CH3:22][C:23]1[S:24][C:25]2[CH:31]=[CH:30][C:29]([O:32][CH2:33][CH:34]([OH:42])[CH2:35][N:36]3[CH2:41][CH2:40][NH:39][CH2:38][CH2:37]3)=[CH:28][C:26]=2[N:27]=1. Given the product [CH3:22][C:23]1[S:24][C:25]2[CH:31]=[CH:30][C:29]([O:32][CH2:33][C@H:34]([OH:42])[CH2:35][N:36]3[CH2:37][CH2:38][N:39]([CH2:2][CH2:3][CH2:4][CH2:5][O:6][C:7]4[CH:12]=[CH:11][CH:10]=[CH:9][CH:8]=4)[CH2:40][CH2:41]3)=[CH:28][C:26]=2[N:27]=1, predict the reactants needed to synthesize it.